This data is from Forward reaction prediction with 1.9M reactions from USPTO patents (1976-2016). The task is: Predict the product of the given reaction. (1) Given the reactants C(OC([NH:8][C:9]1[CH2:10][C:11]([C:31](=[O:40])[N:32]([CH2:36][CH2:37][CH2:38][F:39])[CH2:33][CH2:34][CH3:35])=[CH:12][C:13]2[CH:19]=[CH:18][C:17]([C:20]3[CH:30]=[CH:29][C:23]([C:24]([O:26][CH2:27][CH3:28])=[O:25])=[CH:22][CH:21]=3)=[CH:16][C:14]=2[N:15]=1)=O)(C)(C)C, predict the reaction product. The product is: [NH2:8][C:9]1[CH2:10][C:11]([C:31](=[O:40])[N:32]([CH2:36][CH2:37][CH2:38][F:39])[CH2:33][CH2:34][CH3:35])=[CH:12][C:13]2[CH:19]=[CH:18][C:17]([C:20]3[CH:30]=[CH:29][C:23]([C:24]([O:26][CH2:27][CH3:28])=[O:25])=[CH:22][CH:21]=3)=[CH:16][C:14]=2[N:15]=1. (2) Given the reactants C([O:3][C:4](=[O:50])[CH2:5][CH2:6][NH:7][C:8]([N:10]1[C:14]2[N:15]=[C:16]([N:44]3[CH2:49][CH2:48][O:47][CH2:46][CH2:45]3)[N:17]=[C:18]([C:19]3[CH:20]=[N:21][C:22]([N:25]([CH2:35][C:36]4[CH:41]=[CH:40][C:39]([O:42][CH3:43])=[CH:38][CH:37]=4)[CH2:26][C:27]4[CH:32]=[CH:31][C:30]([O:33][CH3:34])=[CH:29][CH:28]=4)=[N:23][CH:24]=3)[C:13]=2[CH2:12][CH2:11]1)=[O:9])C.[OH-].[Na+], predict the reaction product. The product is: [CH3:34][O:33][C:30]1[CH:29]=[CH:28][C:27]([CH2:26][N:25]([CH2:35][C:36]2[CH:37]=[CH:38][C:39]([O:42][CH3:43])=[CH:40][CH:41]=2)[C:22]2[N:23]=[CH:24][C:19]([C:18]3[C:13]4[CH2:12][CH2:11][N:10]([C:8]([NH:7][CH2:6][CH2:5][C:4]([OH:50])=[O:3])=[O:9])[C:14]=4[N:15]=[C:16]([N:44]4[CH2:49][CH2:48][O:47][CH2:46][CH2:45]4)[N:17]=3)=[CH:20][N:21]=2)=[CH:32][CH:31]=1.